Task: Predict which catalyst facilitates the given reaction.. Dataset: Catalyst prediction with 721,799 reactions and 888 catalyst types from USPTO Reactant: [S:1]1[CH:5]=[CH:4][CH:3]=[C:2]1[C:6](Cl)=[O:7].Cl.[CH3:10][NH:11][O:12][CH3:13].C(N(CC)CC)C.Cl. Product: [CH3:13][O:12][N:11]([CH3:10])[C:6]([C:2]1[S:1][CH:5]=[CH:4][CH:3]=1)=[O:7]. The catalyst class is: 46.